Dataset: Catalyst prediction with 721,799 reactions and 888 catalyst types from USPTO. Task: Predict which catalyst facilitates the given reaction. (1) Reactant: [CH3:1][N:2]1[C:10]2[C:5](=[CH:6][CH:7]=[CH:8][C:9]=2[CH2:11][N:12]2[C:16]3[CH:17]=[CH:18][CH:19]=[CH:20][C:15]=3[NH:14][C:13]2=[O:21])[CH:4]=[C:3]1[CH3:22].[C:23]([O:27][CH3:28])(=[O:26])[CH:24]=[CH2:25].[OH-].C([N+](C)(C)C)C1C=CC=CC=1.CO. Product: [CH3:28][O:27][C:23](=[O:26])[CH2:24][CH2:25][N:14]1[C:15]2[CH:20]=[CH:19][CH:18]=[CH:17][C:16]=2[N:12]([CH2:11][C:9]2[CH:8]=[CH:7][CH:6]=[C:5]3[C:10]=2[N:2]([CH3:1])[C:3]([CH3:22])=[CH:4]3)[C:13]1=[O:21]. The catalyst class is: 18. (2) The catalyst class is: 70. Product: [N+:15]([C:12]1[N:11]=[CH:10][C:9]([O:8][C:6]2[CH:5]=[CH:4][N:3]=[C:2]([C:30]3[CH:29]=[CH:28][N:27]=[C:26]([C:25]([F:36])([F:35])[F:24])[CH:31]=3)[CH:7]=2)=[CH:14][CH:13]=1)([O-:17])=[O:16]. Reactant: Cl[C:2]1[CH:7]=[C:6]([O:8][C:9]2[CH:10]=[N:11][C:12]([N+:15]([O-:17])=[O:16])=[CH:13][CH:14]=2)[CH:5]=[CH:4][N:3]=1.C([O-])([O-])=O.[K+].[K+].[F:24][C:25]([F:36])([F:35])[C:26]1[CH:31]=[C:30](B(O)O)[CH:29]=[CH:28][N:27]=1. (3) Reactant: [OH:1][C:2]([C:5]1[CH:6]=[C:7]([C:11]2[CH:20]=[CH:19][C:18]3[N:17]=[CH:16][C:15]4[N:21]([CH3:30])[C:22](=[O:29])[N:23]([CH2:24][C@@H:25]([O:27][CH3:28])[CH3:26])[C:14]=4[C:13]=3[CH:12]=2)[CH:8]=[N:9][CH:10]=1)([CH3:4])[CH3:3].C(O)CCC.[C:36]([OH:43])(=[O:42])/[CH:37]=[CH:38]/[C:39]([OH:41])=[O:40]. Product: [C:36]([OH:43])(=[O:42])/[CH:37]=[CH:38]/[C:39]([OH:41])=[O:40].[OH:1][C:2]([C:5]1[CH:6]=[C:7]([C:11]2[CH:20]=[CH:19][C:18]3[N:17]=[CH:16][C:15]4[N:21]([CH3:30])[C:22](=[O:29])[N:23]([CH2:24][C@@H:25]([O:27][CH3:28])[CH3:26])[C:14]=4[C:13]=3[CH:12]=2)[CH:8]=[N:9][CH:10]=1)([CH3:3])[CH3:4]. The catalyst class is: 194. (4) Reactant: C1(P(C2CCCCC2)C2C=CC=CC=2C2C=CC=CC=2)CCCCC1.Cl[C:27]1[CH:32]=[CH:31][N:30]=[C:29]([O:33][CH3:34])[CH:28]=1.[O:35]1[C:39]2([CH2:44][CH2:43][NH:42][CH2:41][CH2:40]2)[O:38][CH2:37][CH2:36]1.CC(C)([O-])C.[Na+]. Product: [CH3:34][O:33][C:29]1[CH:28]=[C:27]([N:42]2[CH2:43][CH2:44][C:39]3([O:38][CH2:37][CH2:36][O:35]3)[CH2:40][CH2:41]2)[CH:32]=[CH:31][N:30]=1. The catalyst class is: 160. (5) Reactant: [Cl:1][C:2]1[CH:7]=[C:6]([C:8]2[O:9][C:10]([CH3:13])=[CH:11][CH:12]=2)[CH:5]=[CH:4][C:3]=1[S:14]([NH:17][C:18]1[CH:19]=[C:20]([NH:26][C:27](=[O:39])[C@@H:28]([N:30](C)[C:31](=O)OC(C)(C)C)[CH3:29])[CH:21]=[CH:22][C:23]=1[O:24][CH3:25])(=[O:16])=[O:15].Cl. Product: [ClH:1].[Cl:1][C:2]1[CH:7]=[C:6]([C:8]2[O:9][C:10]([CH3:13])=[CH:11][CH:12]=2)[CH:5]=[CH:4][C:3]=1[S:14]([NH:17][C:18]1[CH:19]=[C:20]([NH:26][C:27](=[O:39])[C@H:28]([CH3:29])[NH:30][CH3:31])[CH:21]=[CH:22][C:23]=1[O:24][CH3:25])(=[O:15])=[O:16]. The catalyst class is: 12. (6) Product: [C:19]([O:18][C:16]([N:14]1[CH2:13][CH2:12][C@H:5]2[NH:6][C:7]3[C:8]([CH3:11])=[CH:9][CH:10]=[C:2]([Cl:1])[C:3]=3[C@H:4]2[CH2:15]1)=[O:17])([CH3:22])([CH3:21])[CH3:20]. The catalyst class is: 12. Reactant: [Cl:1][C:2]1[C:3]2[C@H:4]3[CH2:15][NH:14][CH2:13][CH2:12][C@H:5]3[NH:6][C:7]=2[C:8]([CH3:11])=[CH:9][CH:10]=1.[C:16](O[C:16]([O:18][C:19]([CH3:22])([CH3:21])[CH3:20])=[O:17])([O:18][C:19]([CH3:22])([CH3:21])[CH3:20])=[O:17].[OH-].[Na+]. (7) Reactant: [C:1]1([CH2:11][NH:12][C:13](=[O:58])[C@@H:14]([NH:29][C:30]([C:32]2[C:41]3[C:36](=[CH:37][CH:38]=[CH:39][CH:40]=3)[C:35]([CH2:42][N:43](C(OC(C)(C)C)=O)[CH2:44][C:45]3[CH:50]=[CH:49][CH:48]=[CH:47][N:46]=3)=[CH:34][CH:33]=2)=[O:31])[CH2:15][CH2:16][CH2:17][NH:18][C@@H:19]2[C:28]3[N:27]=[CH:26][CH:25]=[CH:24][C:23]=3[CH2:22][CH2:21][CH2:20]2)[C:10]2[C:5](=[CH:6][CH:7]=[CH:8][CH:9]=2)[CH:4]=[CH:3][CH:2]=1.[ClH:59].O1CCOCC1. Product: [ClH:59].[C:1]1([CH2:11][NH:12][C:13](=[O:58])[C@@H:14]([NH:29][C:30]([C:32]2[C:41]3[C:36](=[CH:37][CH:38]=[CH:39][CH:40]=3)[C:35]([CH2:42][NH:43][CH2:44][C:45]3[CH:50]=[CH:49][CH:48]=[CH:47][N:46]=3)=[CH:34][CH:33]=2)=[O:31])[CH2:15][CH2:16][CH2:17][NH:18][C@@H:19]2[C:28]3[N:27]=[CH:26][CH:25]=[CH:24][C:23]=3[CH2:22][CH2:21][CH2:20]2)[C:10]2[C:5](=[CH:6][CH:7]=[CH:8][CH:9]=2)[CH:4]=[CH:3][CH:2]=1. The catalyst class is: 5. (8) Reactant: O.[NH2:2]N.C[N:5](C)/[CH:6]=[CH:7]/[C:8]([C:10]1[CH:15]=[CH:14][C:13]([CH:16]([C:21]2[CH:26]=[CH:25][C:24]([O:27][CH2:28][C:29]3[CH:34]=[CH:33][CH:32]=[CH:31][N:30]=3)=[CH:23][CH:22]=2)[C:17]([CH3:20])([CH3:19])[CH3:18])=[CH:12][CH:11]=1)=O. Product: [CH3:19][C:17]([CH3:20])([CH3:18])[CH:16]([C:21]1[CH:26]=[CH:25][C:24]([O:27][CH2:28][C:29]2[CH:34]=[CH:33][CH:32]=[CH:31][N:30]=2)=[CH:23][CH:22]=1)[C:13]1[CH:14]=[CH:15][C:10]([C:8]2[CH:7]=[CH:6][NH:5][N:2]=2)=[CH:11][CH:12]=1. The catalyst class is: 14. (9) Reactant: [ClH:1].C([O:15][C:16]([C:18]1[N:19]2[C@H:22]([S:23][CH2:24][C:25]=1[CH2:26]SCCNC1C3C(=CC(Cl)=CC=3)N=CC=1)[C@H:21]([NH:42]C(OC(C)(C)C)=O)[C:20]2=[O:50])=[O:17])(C1C=CC=CC=1)C1C=CC=CC=1. Product: [NH2:42][C@@H:21]1[C:20](=[O:50])[N:19]2[C@@H:22]1[S:23][CH2:24][C:25]([CH2:26][Cl:1])=[C:18]2[C:16]([OH:15])=[O:17]. The catalyst class is: 106. (10) Reactant: C([O:8][CH2:9][CH2:10][O:11][C:12]1[CH:17]=[CH:16][C:15]([C:18]2[CH:23]=[CH:22][C:21]([C:24]3[CH:29]=[CH:28][C:27]([CH2:30][CH2:31][CH3:32])=[CH:26][CH:25]=3)=[C:20]([F:33])[CH:19]=2)=[CH:14][CH:13]=1)C1C=CC=CC=1. Product: [F:33][C:20]1[CH:19]=[C:18]([C:15]2[CH:14]=[CH:13][C:12]([O:11][CH2:10][CH2:9][OH:8])=[CH:17][CH:16]=2)[CH:23]=[CH:22][C:21]=1[C:24]1[CH:25]=[CH:26][C:27]([CH2:30][CH2:31][CH3:32])=[CH:28][CH:29]=1. The catalyst class is: 1.